From a dataset of Peptide-MHC class I binding affinity with 185,985 pairs from IEDB/IMGT. Regression. Given a peptide amino acid sequence and an MHC pseudo amino acid sequence, predict their binding affinity value. This is MHC class I binding data. (1) The peptide sequence is LPPNLAAST. The MHC is HLA-B51:01 with pseudo-sequence HLA-B51:01. The binding affinity (normalized) is 0.150. (2) The binding affinity (normalized) is 0.0677. The MHC is HLA-A68:02 with pseudo-sequence HLA-A68:02. The peptide sequence is ILKKIIPTL. (3) The peptide sequence is KYYLAYTSY. The binding affinity (normalized) is 0.0847. The MHC is HLA-A01:01 with pseudo-sequence HLA-A01:01. (4) The peptide sequence is ASDYSQGAF. The MHC is HLA-A30:01 with pseudo-sequence HLA-A30:01. The binding affinity (normalized) is 0.213. (5) The peptide sequence is YLQLVFGIEV. The MHC is HLA-A02:06 with pseudo-sequence HLA-A02:06. The binding affinity (normalized) is 0.453. (6) The peptide sequence is AQNAISTTF. The MHC is HLA-B08:02 with pseudo-sequence HLA-B08:02. The binding affinity (normalized) is 0.0847. (7) The peptide sequence is AMHSALAGA. The MHC is HLA-A02:03 with pseudo-sequence HLA-A02:03. The binding affinity (normalized) is 0.801. (8) The peptide sequence is RPQASGVYM. The MHC is H-2-Kb with pseudo-sequence H-2-Kb. The binding affinity (normalized) is 0.0107. (9) The peptide sequence is VTPENFSSLI. The MHC is H-2-Db with pseudo-sequence H-2-Db. The binding affinity (normalized) is 0.377. (10) The peptide sequence is SRLFEDLVWK. The MHC is HLA-A11:01 with pseudo-sequence HLA-A11:01. The binding affinity (normalized) is 0.339.